This data is from Reaction yield outcomes from USPTO patents with 853,638 reactions. The task is: Predict the reaction yield, written as a fraction of the theoretical maximum amount of product (1.0 means a 100% yield; for example, 0.34 means a 34% yield). (1) The reactants are [H-].[Na+].[Si:3]([O:10][CH2:11][CH2:12][CH2:13][C@@:14]1([C:36]2[CH:41]=[CH:40][C:39]([F:42])=[CH:38][CH:37]=2)[O:19][C:18](=[O:20])[N:17]([C@H:21]([C:23]2[CH:28]=[CH:27][C:26]([C:29]3[CH:34]=[CH:33][C:32](=[O:35])[NH:31][CH:30]=3)=[CH:25][CH:24]=2)[CH3:22])[CH2:16][CH2:15]1)([C:6]([CH3:9])([CH3:8])[CH3:7])([CH3:5])[CH3:4].[CH3:43]I. The product is [Si:3]([O:10][CH2:11][CH2:12][CH2:13][C@@:14]1([C:36]2[CH:37]=[CH:38][C:39]([F:42])=[CH:40][CH:41]=2)[O:19][C:18](=[O:20])[N:17]([C@H:21]([C:23]2[CH:24]=[CH:25][C:26]([C:29]3[CH:34]=[CH:33][C:32](=[O:35])[N:31]([CH3:43])[CH:30]=3)=[CH:27][CH:28]=2)[CH3:22])[CH2:16][CH2:15]1)([C:6]([CH3:7])([CH3:8])[CH3:9])([CH3:4])[CH3:5]. The catalyst is C1COCC1. The yield is 1.00. (2) The reactants are [Br:1][C:2]1[CH:9]=[CH:8][C:5]([CH:6]=[O:7])=[CH:4][CH:3]=1.[C:10]([O:14][CH3:15])(=[O:13])[CH:11]=[CH2:12].C1N2CCN(CC2)C1. The catalyst is CO. The product is [Br:1][C:2]1[CH:9]=[CH:8][C:5]([CH:6]([OH:7])[C:11](=[CH2:12])[C:10]([O:14][CH3:15])=[O:13])=[CH:4][CH:3]=1. The yield is 0.400.